From a dataset of Catalyst prediction with 721,799 reactions and 888 catalyst types from USPTO. Predict which catalyst facilitates the given reaction. (1) Reactant: Br[CH2:2][CH2:3][CH2:4][O:5][C:6]1[CH:11]=[CH:10][C:9]([B:12]2[O:16][C:15]([CH3:18])([CH3:17])[C:14]([CH3:20])([CH3:19])[O:13]2)=[CH:8][CH:7]=1.[CH3:21][S:22]([N:25]1[CH2:30][CH2:29][NH:28][CH2:27][CH2:26]1)(=[O:24])=[O:23].C(=O)([O-])[O-].[Cs+].[Cs+]. Product: [CH3:21][S:22]([N:25]1[CH2:30][CH2:29][N:28]([CH2:2][CH2:3][CH2:4][O:5][C:6]2[CH:11]=[CH:10][C:9]([B:12]3[O:16][C:15]([CH3:18])([CH3:17])[C:14]([CH3:20])([CH3:19])[O:13]3)=[CH:8][CH:7]=2)[CH2:27][CH2:26]1)(=[O:24])=[O:23]. The catalyst class is: 7. (2) Reactant: [CH2:1]([O:3][C:4](=[O:35])[CH:5]([C:9]1[C:14]([F:15])=[CH:13][C:12]([O:16][Si](C(C)(C)C)(C2C=CC=CC=2)C2C=CC=CC=2)=[CH:11][C:10]=1[F:34])[O:6][CH2:7][CH3:8])[CH3:2].CCCC[N+](CCCC)(CCCC)CCCC.[F-].O. Product: [CH2:1]([O:3][C:4](=[O:35])[CH:5]([C:9]1[C:14]([F:15])=[CH:13][C:12]([OH:16])=[CH:11][C:10]=1[F:34])[O:6][CH2:7][CH3:8])[CH3:2]. The catalyst class is: 1. (3) Reactant: [NH2:1][C:2]1[C:3]2[C:10]([C:11](=[NH:13])[NH2:12])=[CH:9][N:8]([C@@H:14]3[O:24][C@H:23]4[C@@H:16]([O:17][Si](C(C)C)(C(C)C)O[Si](C(C)C)(C(C)C)[O:21][CH2:22]4)[C@@H:15]3[N:37]=[N+:38]=[N-:39])[C:4]=2[N:5]=[CH:6][N:7]=1.CCCC[N+](CCCC)(CCCC)CCCC.[F-]. Product: [NH2:1][C:2]1[C:3]2[C:10]([C:11](=[NH:12])[NH2:13])=[CH:9][N:8]([C@H:14]3[C@@H:15]([N:37]=[N+:38]=[N-:39])[C@H:16]([OH:17])[C@@H:23]([CH2:22][OH:21])[O:24]3)[C:4]=2[N:5]=[CH:6][N:7]=1. The catalyst class is: 1. (4) Reactant: Cl.[N:2]1([C:9]2[CH:14]=[CH:13][C:12]([NH:15][C:16]([C:18]3[N:19]=[C:20]([C:27]4[CH:32]=[CH:31][CH:30]=[CH:29][CH:28]=4)[O:21][C:22]=3[C:23]([F:26])([F:25])[F:24])=[O:17])=[CH:11][CH:10]=2)[CH2:8][CH2:7][CH2:6][NH:5][CH2:4][CH2:3]1.Br[CH2:34][C:35]1[CH:43]=[CH:42][C:38]([C:39]([OH:41])=[O:40])=[CH:37][CH:36]=1.C(N(CC)CC)C. Product: [C:27]1([C:20]2[O:21][C:22]([C:23]([F:26])([F:24])[F:25])=[C:18]([C:16]([NH:15][C:12]3[CH:13]=[CH:14][C:9]([N:2]4[CH2:8][CH2:7][CH2:6][N:5]([CH2:34][C:35]5[CH:43]=[CH:42][C:38]([C:39]([OH:41])=[O:40])=[CH:37][CH:36]=5)[CH2:4][CH2:3]4)=[CH:10][CH:11]=3)=[O:17])[N:19]=2)[CH:32]=[CH:31][CH:30]=[CH:29][CH:28]=1. The catalyst class is: 3. (5) Reactant: [CH2:1]([C@H:8]([NH:13][C:14](=[O:55])[C@H:15]([CH2:44][CH2:45][CH2:46][CH2:47][NH:48][C:49](=[O:54])[C:50]([F:53])([F:52])[F:51])[NH:16][C:17](=[O:43])[CH2:18][NH:19][C:20](=[O:42])[C@H:21]([CH2:38][CH:39]([CH3:41])[CH3:40])[NH:22][C:23](=[O:37])[CH2:24][CH2:25][CH2:26][CH2:27][CH2:28][NH:29]C(=O)OC(C)(C)C)[C:9](=[O:12])[NH:10][CH3:11])[C:2]1[CH:7]=[CH:6][CH:5]=[CH:4][CH:3]=1.Cl. Product: [NH2:29][CH2:28][CH2:27][CH2:26][CH2:25][CH2:24][C:23]([NH:22][C@@H:21]([CH2:38][CH:39]([CH3:41])[CH3:40])[C:20]([NH:19][CH2:18][C:17]([NH:16][C@@H:15]([CH2:44][CH2:45][CH2:46][CH2:47][NH:48][C:49](=[O:54])[C:50]([F:52])([F:53])[F:51])[C:14]([NH:13][C@@H:8]([CH2:1][C:2]1[CH:7]=[CH:6][CH:5]=[CH:4][CH:3]=1)[C:9]([NH:10][CH3:11])=[O:12])=[O:55])=[O:43])=[O:42])=[O:37]. The catalyst class is: 12. (6) Reactant: [F:1][C:2]1[CH:27]=[CH:26][CH:25]=[C:24]([F:28])[C:3]=1[C:4]([NH:6][C:7]1[CH:11]=[CH:10][N:9]([CH2:12][C:13]2[CH:18]=[CH:17][C:16]([OH:19])=[CH:15][C:14]=2[C:20]([F:23])([F:22])[F:21])[N:8]=1)=[O:5].[C:29](=[O:32])([O-])[O-:30].[Cs+].[Cs+].Br.Br[CH2:37][C:38]1[CH:39]=[N:40][CH:41]=[CH:42][CH:43]=1. Product: [F:21][C:20]([F:23])([F:22])[C:29]([OH:30])=[O:32].[F:28][C:24]1[CH:25]=[CH:26][CH:27]=[C:2]([F:1])[C:3]=1[C:4]([NH:6][C:7]1[CH:11]=[CH:10][N:9]([CH2:12][C:13]2[CH:18]=[CH:17][C:16]([O:19][O:30][CH2:37][C:38]3[CH:39]=[N:40][CH:41]=[CH:42][CH:43]=3)=[CH:15][C:14]=2[C:20]([F:23])([F:21])[F:22])[N:8]=1)=[O:5]. The catalyst class is: 16.